Dataset: Full USPTO retrosynthesis dataset with 1.9M reactions from patents (1976-2016). Task: Predict the reactants needed to synthesize the given product. (1) Given the product [CH3:1][O:2][C:3](=[O:14])[C:4]1[CH:9]=[C:8]([F:10])[CH:7]=[CH:6][C:5]=1[NH2:11], predict the reactants needed to synthesize it. The reactants are: [CH3:1][O:2][C:3](=[O:14])[C:4]1[CH:9]=[C:8]([F:10])[CH:7]=[CH:6][C:5]=1[N+:11]([O-])=O. (2) The reactants are: [N:1]1([CH2:7][C:8]2[CH:9]=[C:10]3[C:18](=[CH:19][CH:20]=2)[N:17]=[C:16]2[N:11]3[C:12](=[O:24])[NH:13][C:14]3[C:15]2=[N:21][NH:22][CH:23]=3)[CH2:6][CH2:5][O:4][CH2:3][CH2:2]1.[CH:25]1([NH2:28])[CH2:27][CH2:26]1.[Cl-].[Na+]. Given the product [CH:25]1([NH:28][C:12]([NH:13][C:14]2[C:15]([C:16]3[NH:17][C:18]4[CH:19]=[CH:20][C:8]([CH2:7][N:1]5[CH2:2][CH2:3][O:4][CH2:5][CH2:6]5)=[CH:9][C:10]=4[N:11]=3)=[N:21][NH:22][CH:23]=2)=[O:24])[CH2:27][CH2:26]1, predict the reactants needed to synthesize it. (3) Given the product [C:8](=[O:13])([O:9][CH2:10][CH2:14][CH2:15][CH2:16][CH2:17][CH2:18][CH3:19])[NH2:7], predict the reactants needed to synthesize it. The reactants are: C([NH2:7])CCCCC.[C:8](=[O:13])(OC)[O:9][CH3:10].[C:14]1(C)[CH:19]=[CH:18][CH:17]=[CH:16][CH:15]=1.